Task: Predict the reactants needed to synthesize the given product.. Dataset: Full USPTO retrosynthesis dataset with 1.9M reactions from patents (1976-2016) (1) Given the product [Br:16][CH2:11][C:10](=[O:12])[C:9]([C:6]1[CH:5]=[CH:4][C:3]([C:2]([F:14])([F:15])[F:1])=[CH:8][CH:7]=1)=[O:13], predict the reactants needed to synthesize it. The reactants are: [F:1][C:2]([F:15])([F:14])[C:3]1[CH:8]=[CH:7][C:6]([C:9](=[O:13])[C:10](=[O:12])[CH3:11])=[CH:5][CH:4]=1.[Br:16]Br.S([O-])([O-])(=O)=S.[Na+].[Na+]. (2) Given the product [C:51]([CH2:53][C:54]([N:18]1[CH2:19][CH2:20][CH2:21][C@@H:17]1[CH2:16][N:15]1[C:14]2[CH:22]=[CH:23][CH:24]=[CH:25][C:13]=2[N:12]=[C:11]1[NH:10][C:8]([C:6]1[S:7][C:3]([CH:2]([F:1])[F:26])=[CH:4][CH:5]=1)=[O:9])=[O:55])#[N:52], predict the reactants needed to synthesize it. The reactants are: [F:1][CH:2]([F:26])[C:3]1[S:7][C:6]([C:8]([NH:10][C:11]2[N:15]([CH2:16][C@H:17]3[CH2:21][CH2:20][CH2:19][NH:18]3)[C:14]3[CH:22]=[CH:23][CH:24]=[CH:25][C:13]=3[N:12]=2)=[O:9])=[CH:5][CH:4]=1.CN(C(ON1N=NC2C=CC=NC1=2)=[N+](C)C)C.F[P-](F)(F)(F)(F)F.[C:51]([CH2:53][C:54](O)=[O:55])#[N:52]. (3) Given the product [CH2:1]([O:8][C:9]1[CH:13]=[C:12]([C:14]([O:16][CH3:17])=[O:15])[N:11]([CH:25]([CH3:27])[CH3:26])[N:10]=1)[C:2]1[CH:3]=[CH:4][CH:5]=[CH:6][CH:7]=1, predict the reactants needed to synthesize it. The reactants are: [CH2:1]([O:8][C:9]1[CH:13]=[C:12]([C:14]([O:16][CH3:17])=[O:15])[NH:11][N:10]=1)[C:2]1[CH:7]=[CH:6][CH:5]=[CH:4][CH:3]=1.CN(C)C=O.[H-].[Na+].[CH:25](I)([CH3:27])[CH3:26].